This data is from Forward reaction prediction with 1.9M reactions from USPTO patents (1976-2016). The task is: Predict the product of the given reaction. (1) The product is: [CH:32]1([CH2:31][C@H:30]([C:35]([N:11]2[CH2:12][CH2:13][CH2:14][C@H:10]2[C:9]([NH:8][CH2:7][C:6]2[CH:16]=[C:2]([F:1])[CH:3]=[CH:4][C:5]=2[N:17]2[CH:21]=[N:20][N:19]=[N:18]2)=[O:15])=[O:36])[NH2:29])[CH2:34][CH2:33]1. Given the reactants [F:1][C:2]1[CH:3]=[CH:4][C:5]([N:17]2[CH:21]=[N:20][N:19]=[N:18]2)=[C:6]([CH:16]=1)[CH2:7][NH:8][C:9](=[O:15])[C@@H:10]1[CH2:14][CH2:13][CH2:12][NH:11]1.C(OC([NH:29][C@@H:30]([C:35](O)=[O:36])[CH2:31][CH:32]1[CH2:34][CH2:33]1)=O)(C)(C)C.Cl.CCOC(C)=O, predict the reaction product. (2) Given the reactants C(S[C:9]1[C:10]([Cl:22])=[C:11]([N:15]2[CH2:20][CH2:19][O:18][CH2:17][C:16]2=[O:21])[CH:12]=[CH:13][CH:14]=1)C1C=CC=CC=1.[S:23]([Cl:27])(Cl)(=[O:25])=[O:24], predict the reaction product. The product is: [Cl:22][C:10]1[C:11]([N:15]2[CH2:20][CH2:19][O:18][CH2:17][C:16]2=[O:21])=[CH:12][CH:13]=[CH:14][C:9]=1[S:23]([Cl:27])(=[O:25])=[O:24]. (3) Given the reactants [OH:1][C:2]1[CH:11]=[C:10]([O:12][CH2:13][CH2:14][CH2:15][S:16]([OH:19])(=[O:18])=[O:17])[CH:9]=[C:8]2[C:3]=1[C:4](=[O:29])[CH2:5][CH:6]([C:20]1[CH:25]=[CH:24][C:23]([O:26][CH3:27])=[C:22]([OH:28])[CH:21]=1)[O:7]2.[OH-].[K+:31], predict the reaction product. The product is: [K+:31].[OH:1][C:2]1[CH:11]=[C:10]([O:12][CH2:13][CH2:14][CH2:15][S:16]([O-:19])(=[O:17])=[O:18])[CH:9]=[C:8]2[C:3]=1[C:4](=[O:29])[CH2:5][CH:6]([C:20]1[CH:25]=[CH:24][C:23]([O:26][CH3:27])=[C:22]([OH:28])[CH:21]=1)[O:7]2.